This data is from Reaction yield outcomes from USPTO patents with 853,638 reactions. The task is: Predict the reaction yield, written as a fraction of the theoretical maximum amount of product (1.0 means a 100% yield; for example, 0.34 means a 34% yield). (1) The reactants are [OH:1][N:2]1[C:6](=[O:7])[C:5]2=[CH:8][CH:9]=[CH:10][CH:11]=[C:4]2[C:3]1=[O:12].[CH3:13][O:14][C:15]1[CH:16]=[C:17]2[C:22](=[CH:23][CH:24]=1)[CH:21]=[C:20]([C@H:25]([CH3:29])[C:26](O)=[O:27])[CH:19]=[CH:18]2.Cl.CN(C)CCCN=C=NCC. The catalyst is CN(C1C=CN=CC=1)C.C(Cl)Cl.CN(C=O)C. The product is [CH3:13][O:14][C:15]1[CH:16]=[C:17]2[C:22](=[CH:23][CH:24]=1)[CH:21]=[C:20]([C@H:25]([CH3:29])[C:26]([O:1][N:2]1[C:3](=[O:12])[C:4]3[CH:11]=[CH:10][CH:9]=[CH:8][C:5]=3[C:6]1=[O:7])=[O:27])[CH:19]=[CH:18]2. The yield is 0.470. (2) The yield is 0.790. The catalyst is CO.[Pd]. The reactants are [O:1]1[CH2:6][CH:5]=[C:4]([C:7]2[C:8]([F:33])=[C:9]([N:13]3[CH:18]=[C:17]([O:19][CH3:20])[C:16](=[O:21])[C:15]([C:22]4[N:26]([C:27]5[CH:32]=[CH:31][CH:30]=[CH:29][CH:28]=5)[N:25]=[CH:24][CH:23]=4)=[N:14]3)[CH:10]=[CH:11][CH:12]=2)[CH2:3][CH2:2]1. The product is [F:33][C:8]1[C:7]([CH:4]2[CH2:5][CH2:6][O:1][CH2:2][CH2:3]2)=[CH:12][CH:11]=[CH:10][C:9]=1[N:13]1[CH:18]=[C:17]([O:19][CH3:20])[C:16](=[O:21])[C:15]([C:22]2[N:26]([C:27]3[CH:28]=[CH:29][CH:30]=[CH:31][CH:32]=3)[N:25]=[CH:24][CH:23]=2)=[N:14]1.